This data is from Forward reaction prediction with 1.9M reactions from USPTO patents (1976-2016). The task is: Predict the product of the given reaction. (1) Given the reactants C(OC([N:8]1[CH2:13][CH2:12][CH:11]([C:14]2[C:18]3[CH:19]=[CH:20][CH:21]=[C:22]([C:23]([F:26])([F:25])[F:24])[C:17]=3[O:16][N:15]=2)[CH2:10][CH2:9]1)=O)(C)(C)C.Cl.CCOCC, predict the reaction product. The product is: [NH:8]1[CH2:13][CH2:12][CH:11]([C:14]2[C:18]3[CH:19]=[CH:20][CH:21]=[C:22]([C:23]([F:26])([F:25])[F:24])[C:17]=3[O:16][N:15]=2)[CH2:10][CH2:9]1. (2) Given the reactants [NH2:1][C:2]1[N:7]=[CH:6][N:5]=[C:4]([NH:8][C@H:9]([C:11]2[N:16]([C:17]3[CH:22]=[CH:21][CH:20]=[CH:19][CH:18]=3)[C:15](=[O:23])[C:14]3=[C:24](Br)[CH:25]=[CH:26][N:13]3[N:12]=2)[CH3:10])[C:3]=1[C:28]1[CH:33]=[CH:32][C:31]([OH:34])=[C:30]([F:35])[CH:29]=1.C(N(CC)CC)C.[H][H], predict the reaction product. The product is: [NH2:1][C:2]1[N:7]=[CH:6][N:5]=[C:4]([NH:8][C@H:9]([C:11]2[N:16]([C:17]3[CH:22]=[CH:21][CH:20]=[CH:19][CH:18]=3)[C:15](=[O:23])[C:14]3=[CH:24][CH:25]=[CH:26][N:13]3[N:12]=2)[CH3:10])[C:3]=1[C:28]1[CH:33]=[CH:32][C:31]([OH:34])=[C:30]([F:35])[CH:29]=1.